This data is from Full USPTO retrosynthesis dataset with 1.9M reactions from patents (1976-2016). The task is: Predict the reactants needed to synthesize the given product. (1) Given the product [F:1][C:2]1[CH:7]=[CH:6][C:5]([CH2:8][CH2:9][N:10]2[C:14]([CH3:15])=[CH:13][C:12]([C:16]3[S:17][C:18]([C:22]([OH:24])=[O:23])=[C:19]([CH3:21])[N:20]=3)=[N:11]2)=[CH:4][CH:3]=1.[N:25]1[CH:30]=[CH:29][CH:28]=[C:27]([CH2:31][NH:41][C:22]([C:18]2[S:17][C:16]([C:12]3[CH:13]=[C:14]([CH3:15])[N:10]([CH2:9][CH2:8][C:5]4[CH:6]=[CH:7][C:2]([F:1])=[CH:3][CH:4]=4)[N:11]=3)=[N:20][C:19]=2[CH3:21])=[O:24])[CH:26]=1, predict the reactants needed to synthesize it. The reactants are: [F:1][C:2]1[CH:7]=[CH:6][C:5]([CH2:8][CH2:9][N:10]2[C:14]([CH3:15])=[CH:13][C:12]([C:16]3[S:17][C:18]([C:22]([OH:24])=[O:23])=[C:19]([CH3:21])[N:20]=3)=[N:11]2)=[CH:4][CH:3]=1.[N:25]1[CH:30]=[CH:29][CH:28]=[C:27]([CH2:31]CN)[CH:26]=1.F[P-](F)(F)(F)(F)F.[N:41]1(O[P+](N(C)C)(N(C)C)N(C)C)C2C=CC=CC=2N=N1.C(N(CC)C(C)C)(C)C. (2) Given the product [CH:1]([C:4]1[CH:5]=[CH:6][C:7]([CH3:50])=[C:8]([N:10]2[CH2:49][CH2:48][C:13]3[N:14]=[C:15]([C:28]4[CH:36]=[CH:35][CH:34]=[C:33]5[C:29]=4[C:30]([CH3:47])=[CH:31][NH:32]5)[N:16]=[C:17]([N:18]4[CH2:23][CH2:22][C@H:21]([O:24][CH3:25])[C:20]([CH3:26])([CH3:27])[CH2:19]4)[C:12]=3[CH2:11]2)[CH:9]=1)([CH3:3])[CH3:2], predict the reactants needed to synthesize it. The reactants are: [CH:1]([C:4]1[CH:5]=[CH:6][C:7]([CH3:50])=[C:8]([N:10]2[CH2:49][CH2:48][C:13]3[N:14]=[C:15]([C:28]4[CH:36]=[CH:35][CH:34]=[C:33]5[C:29]=4[C:30]([CH3:47])=[CH:31][N:32]5S(C4C=CC(C)=CC=4)(=O)=O)[N:16]=[C:17]([N:18]4[CH2:23][CH2:22][C@H:21]([O:24][CH3:25])[C:20]([CH3:27])([CH3:26])[CH2:19]4)[C:12]=3[CH2:11]2)[CH:9]=1)([CH3:3])[CH3:2].[OH-].[K+].[OH-].[NH4+].O.